From a dataset of Reaction yield outcomes from USPTO patents with 853,638 reactions. Predict the reaction yield, written as a fraction of the theoretical maximum amount of product (1.0 means a 100% yield; for example, 0.34 means a 34% yield). The catalyst is CCO.[Pd]. The yield is 0.640. The product is [CH2:1]([O:3][C:4](=[O:38])[CH2:5][C:6]1[C:14]2[C:9](=[CH:10][C:11]([C:15]3[CH:20]=[C:19]([NH2:21])[CH:18]=[C:17]([NH2:24])[CH:16]=3)=[CH:12][CH:13]=2)[N:8]([CH2:27][C:28]2[C:29]3[CH:36]=[C:35]([Br:37])[CH:34]=[CH:33][C:30]=3[S:31][CH:32]=2)[CH:7]=1)[CH3:2]. The reactants are [CH2:1]([O:3][C:4](=[O:38])[CH2:5][C:6]1[C:14]2[C:9](=[CH:10][C:11]([C:15]3[CH:20]=[C:19]([N+:21]([O-])=O)[CH:18]=[C:17]([N+:24]([O-])=O)[CH:16]=3)=[CH:12][CH:13]=2)[N:8]([CH2:27][C:28]2[C:29]3[CH:36]=[C:35]([Br:37])[CH:34]=[CH:33][C:30]=3[S:31][CH:32]=2)[CH:7]=1)[CH3:2].Cl.